From a dataset of Reaction yield outcomes from USPTO patents with 853,638 reactions. Predict the reaction yield, written as a fraction of the theoretical maximum amount of product (1.0 means a 100% yield; for example, 0.34 means a 34% yield). (1) The reactants are [CH2:1]1[CH2:10][O:9][C:8]2[CH:7]=[CH:6][C:5]([SH:11])=[CH:4][C:3]=2[O:2]1.C(N(CC)CC)C.Br[CH2:20][C:21]1[CH:26]=[CH:25][C:24]([C:27](=[O:29])[CH3:28])=[CH:23][CH:22]=1.C(OCC)(=O)C. The catalyst is C1COCC1. The product is [O:9]1[C:8]2[CH:7]=[CH:6][C:5]([S:11][CH2:20][C:21]3[CH:26]=[CH:25][C:24]([C:27](=[O:29])[CH3:28])=[CH:23][CH:22]=3)=[CH:4][C:3]=2[O:2][CH2:1][CH2:10]1. The yield is 0.700. (2) The reactants are C([N:8]1[CH2:12][CH:11]2[CH2:13][N:14]([C:16]([O:18][C:19]([CH3:22])([CH3:21])[CH3:20])=[O:17])[CH2:15][CH:10]2[CH2:9]1)C1C=CC=CC=1. The catalyst is CO.[OH-].[OH-].[Pd+2]. The product is [CH2:13]1[CH:11]2[CH2:12][NH:8][CH2:9][CH:10]2[CH2:15][N:14]1[C:16]([O:18][C:19]([CH3:22])([CH3:21])[CH3:20])=[O:17]. The yield is 0.900. (3) The reactants are Cl[C:2]1[N:7]=[C:6]([CH2:8][N:9]2[C:17](=[O:18])[C:16]3[C:11](=[CH:12][CH:13]=[CH:14][CH:15]=3)[C:10]2=[O:19])[C:5]([C:20]([O:22][CH2:23][CH3:24])=[O:21])=[C:4]([NH:25][C:26]2[CH:27]=[C:28]([CH3:32])[CH:29]=[CH:30][CH:31]=2)[N:3]=1.[NH2:33][C@@H:34]1[CH2:39][CH2:38][CH2:37][CH2:36][C@@H:35]1[NH:40][C:41](=[O:47])[O:42][C:43]([CH3:46])([CH3:45])[CH3:44].CCN(CC)CC.C([O-])(O)=O.[Na+]. The catalyst is CC(N(C)C)=O. The product is [C:43]([O:42][C:41]([NH:40][C@H:35]1[CH2:36][CH2:37][CH2:38][CH2:39][C@H:34]1[NH:33][C:2]1[N:7]=[C:6]([CH2:8][N:9]2[C:17](=[O:18])[C:16]3[C:11](=[CH:12][CH:13]=[CH:14][CH:15]=3)[C:10]2=[O:19])[C:5]([C:20]([O:22][CH2:23][CH3:24])=[O:21])=[C:4]([NH:25][C:26]2[CH:27]=[C:28]([CH3:32])[CH:29]=[CH:30][CH:31]=2)[N:3]=1)=[O:47])([CH3:46])([CH3:44])[CH3:45]. The yield is 0.920. (4) The reactants are [OH-].[Na+].[OH:3][CH2:4][CH:5]1[CH2:9][CH2:8][N:7]([C:10]2[N:15]=[C:14]([C:16]([NH:18][C:19]3[C:28]([CH3:29])=[CH:27][C:22]([C:23]([O:25]C)=[O:24])=[CH:21][C:20]=3[CH3:30])=[O:17])[C:13]([CH3:31])=[CH:12][CH:11]=2)[CH2:6]1.CO. The catalyst is O.C1COCC1. The product is [OH:3][CH2:4][CH:5]1[CH2:9][CH2:8][N:7]([C:10]2[N:15]=[C:14]([C:16]([NH:18][C:19]3[C:20]([CH3:30])=[CH:21][C:22]([C:23]([OH:25])=[O:24])=[CH:27][C:28]=3[CH3:29])=[O:17])[C:13]([CH3:31])=[CH:12][CH:11]=2)[CH2:6]1. The yield is 0.337. (5) The reactants are [CH3:1][C:2]1([CH3:34])[NH:7][CH2:6][CH2:5][N:4]([C:8]([C:10]2[CH:15]=[CH:14][CH:13]=[C:12]([C:16]3[C:25]4[C:20](=[CH:21][CH:22]=[C:23]([C:26]5[CH:27]=[N:28][C:29]([O:32][CH3:33])=[CH:30][CH:31]=5)[CH:24]=4)[N:19]=[CH:18][N:17]=3)[CH:11]=2)=[O:9])[CH2:3]1.C1C[O:38][CH2:37][CH2:36]1.C(N(CC)CC)C.C(Cl)(=O)C. The catalyst is CCOC(C)=O. The yield is 0.780. The product is [CH3:33][O:32][C:29]1[N:28]=[CH:27][C:26]([C:23]2[CH:24]=[C:25]3[C:20](=[CH:21][CH:22]=2)[N:19]=[CH:18][N:17]=[C:16]3[C:12]2[CH:11]=[C:10]([CH:15]=[CH:14][CH:13]=2)[C:8]([N:4]2[CH2:5][CH2:6][N:7]([C:37](=[O:38])[CH3:36])[C:2]([CH3:34])([CH3:1])[CH2:3]2)=[O:9])=[CH:31][CH:30]=1. (6) The reactants are [CH2:1]([C:3]1[N:4]=[C:5]([CH3:25])[NH:6][C:7](=[O:24])[C:8]=1[CH2:9][C:10]1[CH:15]=[CH:14][C:13]([C:16]2[C:17]([C:22]#[N:23])=[CH:18][CH:19]=[CH:20][CH:21]=2)=[CH:12][CH:11]=1)[CH3:2].[CH3:26][CH:27]1[CH2:31][C:30]2[CH:32]=[C:33](B(O)O)[CH:34]=[CH:35][C:29]=2[O:28]1.C(N(CC)CC)C.N1C=CC=CC=1. The catalyst is C([O-])(=O)C.[Cu+2].C([O-])(=O)C.C(OCC)(=O)C.C(Cl)Cl. The product is [CH2:1]([C:3]1[N:4]=[C:5]([CH3:25])[N:6]([C:33]2[CH:34]=[CH:35][C:29]3[O:28][CH:27]([CH3:26])[CH2:31][C:30]=3[CH:32]=2)[C:7](=[O:24])[C:8]=1[CH2:9][C:10]1[CH:15]=[CH:14][C:13]([C:16]2[C:17]([C:22]#[N:23])=[CH:18][CH:19]=[CH:20][CH:21]=2)=[CH:12][CH:11]=1)[CH3:2]. The yield is 0.780. (7) The reactants are [CH3:1][C:2]1[CH:3]=[C:4]([CH:7]=[CH:8][C:9]=1[O:10][CH3:11])[CH:5]=O.[N+:12]([CH3:15])([O-:14])=[O:13].[OH-].[Na+].Cl. The catalyst is CO.O. The product is [CH3:1][C:2]1[CH:3]=[C:4](/[CH:5]=[CH:15]/[N+:12]([O-:14])=[O:13])[CH:7]=[CH:8][C:9]=1[O:10][CH3:11]. The yield is 0.490. (8) The reactants are [C:1]([O:5][C:6]([N:8]1[C:16]2[C:11](=[CH:12][CH:13]=[CH:14][CH:15]=2)[C:10]([CH2:17][OH:18])=[CH:9]1)=[O:7])([CH3:4])([CH3:3])[CH3:2].C(N(CC)CC)C.[CH3:26][S:27](Cl)(=[O:29])=[O:28]. The catalyst is ClCCl. The product is [C:1]([O:5][C:6]([N:8]1[C:16]2[C:11](=[CH:12][CH:13]=[CH:14][CH:15]=2)[C:10]([CH2:17][O:18][S:27]([CH3:26])(=[O:29])=[O:28])=[CH:9]1)=[O:7])([CH3:4])([CH3:2])[CH3:3]. The yield is 0.730. (9) The reactants are [CH3:1][CH2:2][CH2:3][CH2:4][CH2:5][CH2:6][CH2:7][CH2:8][CH2:9][CH2:10][CH2:11][CH2:12][O:13][C:14]([CH:16]([N:18]([CH3:20])[CH3:19])[CH3:17])=[O:15].[CH3:21][S:22]([OH:25])(=[O:24])=[O:23]. The catalyst is C(OCC)(=O)C. The product is [CH3:21][S:22]([OH:25])(=[O:24])=[O:23].[CH3:19][N:18]([CH3:20])[CH:16]([CH3:17])[C:14]([O:13][CH2:12][CH2:11][CH2:10][CH2:9][CH2:8][CH2:7][CH2:6][CH2:5][CH2:4][CH2:3][CH2:2][CH3:1])=[O:15]. The yield is 0.973.